Dataset: Forward reaction prediction with 1.9M reactions from USPTO patents (1976-2016). Task: Predict the product of the given reaction. (1) Given the reactants [CH2:1]([NH:8][C:9]1[C:14]([C:15]([O:17][CH3:18])=[O:16])=[CH:13][N:12]=[CH:11][CH:10]=1)[C:2]1[CH:7]=[CH:6][CH:5]=[CH:4][CH:3]=1.C(C(CC)CNC1N=CC=CC=1C(OCC)=[O:27])C, predict the reaction product. The product is: [CH2:1]([N:8]1[C:9]2[CH:10]=[CH:11][N:12]=[CH:13][C:14]=2[C:15](=[O:16])[O:17][C:18]1=[O:27])[C:2]1[CH:3]=[CH:4][CH:5]=[CH:6][CH:7]=1. (2) Given the reactants O[CH2:2][C:3]1[N:7]([CH3:8])[C:6](=[O:9])[NH:5][N:4]=1.S(Cl)([Cl:12])=O.[OH-].[Na+], predict the reaction product. The product is: [Cl:12][CH2:2][C:3]1[N:7]([CH3:8])[C:6](=[O:9])[NH:5][N:4]=1.